Dataset: Experimentally validated miRNA-target interactions with 360,000+ pairs, plus equal number of negative samples. Task: Binary Classification. Given a miRNA mature sequence and a target amino acid sequence, predict their likelihood of interaction. (1) The miRNA is hsa-miR-1914-3p with sequence GGAGGGGUCCCGCACUGGGAGG. The protein sequence of the target gene is MGRDTRSRSRSAGRRGRRRQSQSGSRSRSRSHGRRNRRRREDEGRRRRRRRSRERRSDSEEERWQRSGMRSRSPPRPKWHSRDGSSQSDSGEEQSRGQWARRRRRARSWSPSSSASSSASPGRSQSPRAAAAALSQQQSLQERLRLREERKQQEELMKAFETPEEKRARRLAKKEAKERKKREKMGWGEEYMGYTNTDNPFGDNNLLGTFIWNKALEKKGISHLEEKELKERNKRIQEDNRLELQKVKQLRLEREREKAMREQELEMLQREKEAEHFKTWEEQEDNFHLQQAKLRSKIRI.... Result: 0 (no interaction). (2) The miRNA is hsa-miR-193b-5p with sequence CGGGGUUUUGAGGGCGAGAUGA. The protein sequence of the target gene is MAQRTGLEDPERYLFVDRAVIYNPATQADWTAKKLVWIPSERHGFEAASIKEERGDEVMVELAENGKKAMVNKDDIQKMNPPKFSKVEDMAELTCLNEASVLHNLKDRYYSGLIYTYSGLFCVVINPYKNLPIYSENIIEMYRGKKRHEMPPHIYAISESAYRCMLQDREDQSILCTGESGAGKTENTKKVIQYLAHVASSHKGRKDHNIPGELERQLLQANPILESFGNAKTVKNDNSSRFGKFIRINFDVTGYIVGANIETYLLEKSRAVRQAKDERTFHIFYQLLSGAGEHLKSDLL.... Result: 0 (no interaction).